Task: Predict the reaction yield, written as a fraction of the theoretical maximum amount of product (1.0 means a 100% yield; for example, 0.34 means a 34% yield).. Dataset: Reaction yield outcomes from USPTO patents with 853,638 reactions (1) The reactants are Cl[CH2:2][CH2:3][CH2:4][CH:5]1[O:9][CH2:8][CH2:7][O:6]1.[C-]#[N:11].[K+]. The catalyst is CS(C)=O.O. The product is [O:6]1[CH2:7][CH2:8][O:9][CH:5]1[CH2:4][CH2:3][C:2]#[N:11]. The yield is 0.400. (2) The reactants are [CH2:1]([C:5]1[N:6]([CH2:29][C:30]2[CH:35]=[CH:34][CH:33]=[CH:32][C:31]=2[Cl:36])[C:7]([CH2:10][C:11]([CH2:22][C:23]2[CH:28]=[CH:27][CH:26]=[CH:25][CH:24]=2)(C(OCC)=O)[C:12]([O:14]CC)=[O:13])=[CH:8][N:9]=1)[CH2:2][CH2:3][CH3:4].[OH-].[K+].O. The catalyst is C(O)C. The product is [CH2:1]([C:5]1[N:6]([CH2:29][C:30]2[CH:35]=[CH:34][CH:33]=[CH:32][C:31]=2[Cl:36])[C:7]([CH2:10][CH:11]([CH2:22][C:23]2[CH:28]=[CH:27][CH:26]=[CH:25][CH:24]=2)[C:12]([OH:14])=[O:13])=[CH:8][N:9]=1)[CH2:2][CH2:3][CH3:4]. The yield is 0.860.